Dataset: Experimentally validated miRNA-target interactions with 360,000+ pairs, plus equal number of negative samples. Task: Binary Classification. Given a miRNA mature sequence and a target amino acid sequence, predict their likelihood of interaction. (1) The miRNA is hsa-miR-3945 with sequence AGGGCAUAGGAGAGGGUUGAUAU. The protein sequence of the target gene is MAAPEEHDSPTEASQPIVEEEETKTFKDLGVTDVLCEACDQLGWTKPTKIQIEAIPLALQGRDIIGLAETGSGKTGAFALPILNALLETPQRLFALVLTPTRELAFQISEQFEALGSSIGVQSAVIVGGIDSMSQSLALAKKPHIIIATPGRLIDHLENTKGFNLRALKYLVMDEADRILNMDFETEVDKILKVIPRDRKTFLFSATMTKKVQKLQRAALKNPVKCAVSSKYQTVEKLQQYYIFIPSKFKDTYLVYILNELAGNSFMIFCSTCNNTQRTALLLRNLGFTAIPLHGQMSQS.... Result: 1 (interaction). (2) The miRNA is rno-miR-292-5p with sequence ACUCAAACUGGGGGCUCUUUUG. The protein sequence of the target gene is MEEPPVREEEEEEGEEDEERDEVGPEGALGKSPFQLTAEDVYDISYLLGRELMALGSDPRVTQLQFKVVRVLEMLEALVNEGSLALEELKMERDHLRKEVEGLRRQSPPASGEVNLGPNKMVVDLTDPNRPRFTLQELRDVLQERNKLKSQLLVVQEELQCYKSGLIPPREGPGGRREKDAVVTSAKNAGRNKEEKTIIKKLFFFRSGKQT. Result: 0 (no interaction). (3) The miRNA is hsa-miR-629-3p with sequence GUUCUCCCAACGUAAGCCCAGC. The protein sequence of the target gene is MMVDCQSSTQEIGEELINGVIYSISLRKVQLHQGATKGQRWLGCENESALNLYETCKVRTVKAGTLEKLVEHLVPAFQGSDLSYVTVFLCTYRAFTTTQQVLDLLFKRYGRCDALTASSRYGCILPYSSEDGGPQDQLKNAISSILGTWLDQYSEDFCQPPDFPCLKQLVAYVQLNMPGSDLERRAHLLLAQLEDLEPSEAESEALSPAPVLSLKPASQLEPALLLTPSQVVTSTPVREPAAAPVPVLASSPVVAPAPELEPVPEPPQEPEPSLALAPELEPAVSQSLELESAPVPTPAL.... Result: 0 (no interaction).